From a dataset of Peptide-MHC class II binding affinity with 134,281 pairs from IEDB. Regression. Given a peptide amino acid sequence and an MHC pseudo amino acid sequence, predict their binding affinity value. This is MHC class II binding data. (1) The peptide sequence is DAYICAIRRAKSFIY. The MHC is HLA-DQA10102-DQB10602 with pseudo-sequence HLA-DQA10102-DQB10602. The binding affinity (normalized) is 0.619. (2) The peptide sequence is EKKYFAATQFEPLAD. The MHC is HLA-DQA10301-DQB10302 with pseudo-sequence HLA-DQA10301-DQB10302. The binding affinity (normalized) is 0.418. (3) The peptide sequence is GDAVVYRGTTTYKLN. The MHC is DRB1_0101 with pseudo-sequence DRB1_0101. The binding affinity (normalized) is 0.822. (4) The peptide sequence is YDKFLANVSTVPTGK. The MHC is DRB1_0405 with pseudo-sequence DRB1_0405. The binding affinity (normalized) is 0.684.